This data is from Reaction yield outcomes from USPTO patents with 853,638 reactions. The task is: Predict the reaction yield, written as a fraction of the theoretical maximum amount of product (1.0 means a 100% yield; for example, 0.34 means a 34% yield). The reactants are C([NH:9][C:10]1[O:11][C@H:12]([C:35]([F:38])([F:37])[F:36])[CH2:13][C@:14]([C:17]2[CH:18]=[C:19]([NH:24][C:25]([N:27]3[CH2:32][CH2:31][CH:30]([O:33][CH3:34])[CH2:29][CH2:28]3)=[O:26])[CH:20]=[CH:21][C:22]=2[F:23])([CH3:16])[N:15]=1)(=O)C1C=CC=CC=1.N12CCCN=C1CCCCC2. The catalyst is CO. The product is [NH2:9][C:10]1[O:11][C@H:12]([C:35]([F:36])([F:38])[F:37])[CH2:13][C@:14]([C:17]2[CH:18]=[C:19]([NH:24][C:25]([N:27]3[CH2:28][CH2:29][CH:30]([O:33][CH3:34])[CH2:31][CH2:32]3)=[O:26])[CH:20]=[CH:21][C:22]=2[F:23])([CH3:16])[N:15]=1. The yield is 0.510.